From a dataset of Peptide-MHC class I binding affinity with 185,985 pairs from IEDB/IMGT. Regression. Given a peptide amino acid sequence and an MHC pseudo amino acid sequence, predict their binding affinity value. This is MHC class I binding data. (1) The peptide sequence is FRDYVDRFYK. The MHC is HLA-A29:02 with pseudo-sequence HLA-A29:02. The binding affinity (normalized) is 0.00950. (2) The peptide sequence is RVYKNYDPR. The binding affinity (normalized) is 0.0847. The MHC is HLA-A69:01 with pseudo-sequence HLA-A69:01. (3) The peptide sequence is QDVIMEVVF. The MHC is Mamu-A11 with pseudo-sequence Mamu-A11. The binding affinity (normalized) is 0.304. (4) The peptide sequence is SYVMCTGSF. The MHC is HLA-A24:02 with pseudo-sequence HLA-A24:02. The binding affinity (normalized) is 0.589.